This data is from Forward reaction prediction with 1.9M reactions from USPTO patents (1976-2016). The task is: Predict the product of the given reaction. (1) The product is: [C:1]([O:5][C:6]([C:8]1[O:9][C:10]2[CH:16]=[C:15]([O:17][S:20]([C:19]([F:32])([F:31])[F:18])(=[O:22])=[O:21])[CH:14]=[CH:13][C:11]=2[CH:12]=1)=[O:7])([CH3:4])([CH3:2])[CH3:3]. Given the reactants [C:1]([O:5][C:6]([C:8]1[O:9][C:10]2[CH:16]=[C:15]([OH:17])[CH:14]=[CH:13][C:11]=2[CH:12]=1)=[O:7])([CH3:4])([CH3:3])[CH3:2].[F:18][C:19]([F:32])([F:31])[S:20](O[S:20]([C:19]([F:32])([F:31])[F:18])(=[O:22])=[O:21])(=[O:22])=[O:21], predict the reaction product. (2) Given the reactants [Br:1][C:2]1[CH:3]=[C:4]([NH:8][C:9]([C:11]2[CH:16]=[C:15]([C:17]3[O:21][C:20]([P:22]([OH:25])([OH:24])=[O:23])=[C:19]([CH2:26][CH3:27])[C:18]=3[CH2:28][CH3:29])[CH:14]=[C:13]([C:30]([OH:32])=[O:31])[CH:12]=2)=[O:10])[CH:5]=[CH:6][CH:7]=1.[CH3:33][CH2:34]N=C=NCCCN(C)C.C(O)C, predict the reaction product. The product is: [Br:1][C:2]1[CH:3]=[C:4]([NH:8][C:9]([C:11]2[CH:16]=[C:15]([C:17]3[O:21][C:20]([P:22]([OH:25])([OH:24])=[O:23])=[C:19]([CH2:26][CH3:27])[C:18]=3[CH2:28][CH3:29])[CH:14]=[C:13]([C:30]([O:32][CH2:33][CH3:34])=[O:31])[CH:12]=2)=[O:10])[CH:5]=[CH:6][CH:7]=1. (3) Given the reactants C([O:3][C:4](=[O:28])[CH2:5][CH2:6][C@@H:7]1[CH2:11][S:10][C:9]([C:12]2[NH:13][C:14]3[C:19]([CH:20]=2)=[CH:18][C:17]([CH3:21])=[CH:16][C:15]=3[NH:22][CH:23]2[CH2:27][CH2:26][CH2:25][CH2:24]2)=[N:8]1)C.[OH-].[Na+].Cl, predict the reaction product. The product is: [CH:23]1([NH:22][C:15]2[CH:16]=[C:17]([CH3:21])[CH:18]=[C:19]3[C:14]=2[NH:13][C:12]([C:9]2[S:10][CH2:11][C@@H:7]([CH2:6][CH2:5][C:4]([OH:28])=[O:3])[N:8]=2)=[CH:20]3)[CH2:24][CH2:25][CH2:26][CH2:27]1.